From a dataset of Forward reaction prediction with 1.9M reactions from USPTO patents (1976-2016). Predict the product of the given reaction. (1) Given the reactants Br[CH2:2][C:3]1[CH:4]=[CH:5][C:6]([CH3:13])=[C:7]([CH:12]=1)[C:8]([NH:10][CH3:11])=[O:9].[CH3:14][N:15]1[CH2:20][CH2:19][NH:18][CH2:17][CH2:16]1.O, predict the reaction product. The product is: [CH3:13][C:6]1[CH:5]=[CH:4][C:3]([CH2:2][N:18]2[CH2:19][CH2:20][N:15]([CH3:14])[CH2:16][CH2:17]2)=[CH:12][C:7]=1[C:8]([NH:10][CH3:11])=[O:9]. (2) Given the reactants N(OC(C)(C)C)=O.[CH3:8][C:9]1[CH:15]=[CH:14][CH:13]=[C:12]([N+:16]([O-:18])=[O:17])[C:10]=1N.[CH3:19][S:20]SC, predict the reaction product. The product is: [CH3:8][C:9]1[CH:15]=[CH:14][CH:13]=[C:12]([N+:16]([O-:18])=[O:17])[C:10]=1[S:20][CH3:19]. (3) Given the reactants [CH3:1][C:2]1([CH3:17])[C:8]2[CH:9]=[CH:10][C:11]([N+:13]([O-])=O)=[CH:12][C:7]=2[CH2:6][CH2:5][C:4](=[O:16])[NH:3]1.[O-]S(S([O-])=O)=O.[Na+].[Na+].C(=O)(O)[O-].[Na+].[Na+].[Cl-], predict the reaction product. The product is: [NH2:13][C:11]1[CH:10]=[CH:9][C:8]2[C:2]([CH3:17])([CH3:1])[NH:3][C:4](=[O:16])[CH2:5][CH2:6][C:7]=2[CH:12]=1. (4) Given the reactants [N:1]([CH:4]1[C:13]2[C:8](=[CH:9][CH:10]=[C:11]([Br:14])[CH:12]=2)[NH:7][C:6]([CH3:16])([CH3:15])[CH2:5]1)=[N+]=[N-].O.C1COCC1.C1(P(C2C=CC=CC=2)C2C=CC=CC=2)C=CC=CC=1, predict the reaction product. The product is: [Br:14][C:11]1[CH:12]=[C:13]2[C:8](=[CH:9][CH:10]=1)[NH:7][C:6]([CH3:15])([CH3:16])[CH2:5][CH:4]2[NH2:1]. (5) Given the reactants [NH:1]1[C:5]2[CH:6]=[CH:7][CH:8]=[CH:9][C:4]=2[N:3]=[C:2]1[CH2:10][C:11]#[N:12].C(=O)([O-])[O-].[Cs+].[Cs+].[CH2:19](I)[CH3:20], predict the reaction product. The product is: [CH2:19]([N:1]1[C:5]2[CH:6]=[CH:7][CH:8]=[CH:9][C:4]=2[N:3]=[C:2]1[CH2:10][C:11]#[N:12])[CH3:20].